Dataset: Reaction yield outcomes from USPTO patents with 853,638 reactions. Task: Predict the reaction yield, written as a fraction of the theoretical maximum amount of product (1.0 means a 100% yield; for example, 0.34 means a 34% yield). (1) The reactants are C[O:2][C:3]([CH2:5][CH2:6][O:7][CH2:8][C:9]([NH:26][C:27]([CH2:29][CH2:30][O:31][CH2:32][C:33]([NH:98][C:99]([CH2:101][CH2:102][CH2:103][NH:104][C:105](=[O:122])[O:106][CH2:107][C:108]1[C:109]2[C:114]([CH:115]=[C:116]3[C:121]=1[CH:120]=[CH:119][CH:118]=[CH:117]3)=[CH:113][CH:112]=[CH:111][CH:110]=2)=[O:100])([CH2:66][O:67][CH2:68][CH2:69][C:70]([NH:72][C:73]([CH2:90][O:91][CH2:92][CH2:93][C:94]([O:96]C)=[O:95])([CH2:82][O:83][CH2:84][CH2:85][C:86]([O:88]C)=[O:87])[CH2:74][O:75][CH2:76][CH2:77][C:78]([O:80]C)=[O:79])=[O:71])[CH2:34][O:35][CH2:36][CH2:37][C:38]([NH:40][C:41]([CH2:58][O:59][CH2:60][CH2:61][C:62]([O:64]C)=[O:63])([CH2:50][O:51][CH2:52][CH2:53][C:54]([O:56]C)=[O:55])[CH2:42][O:43][CH2:44][CH2:45][C:46]([O:48]C)=[O:47])=[O:39])=[O:28])([CH2:18][O:19][CH2:20][CH2:21][C:22]([O:24]C)=[O:23])[CH2:10][O:11][CH2:12][CH2:13][C:14]([O:16]C)=[O:15])=[O:4]. The catalyst is CC(C)=O.[OH-].[Na+]. The product is [C:46]([CH2:45][CH2:44][O:43][CH2:42][C:41]([NH:40][C:38]([CH2:37][CH2:36][O:35][CH2:34][C:33]([NH:98][C:99]([CH2:101][CH2:102][CH2:103][NH:104][C:105](=[O:122])[O:106][CH2:107][C:108]1[C:109]2[C:114]([CH:115]=[C:116]3[C:121]=1[CH:120]=[CH:119][CH:118]=[CH:117]3)=[CH:113][CH:112]=[CH:111][CH:110]=2)=[O:100])([CH2:32][O:31][CH2:30][CH2:29][C:27]([NH:26][C:9]([CH2:10][O:11][CH2:12][CH2:13][C:14]([OH:16])=[O:15])([CH2:8][O:7][CH2:6][CH2:5][C:3]([OH:4])=[O:2])[CH2:18][O:19][CH2:20][CH2:21][C:22]([OH:24])=[O:23])=[O:28])[CH2:66][O:67][CH2:68][CH2:69][C:70]([NH:72][C:73]([CH2:82][O:83][CH2:84][CH2:85][C:86]([OH:88])=[O:87])([CH2:74][O:75][CH2:76][CH2:77][C:78]([OH:80])=[O:79])[CH2:90][O:91][CH2:92][CH2:93][C:94]([OH:96])=[O:95])=[O:71])=[O:39])([CH2:58][O:59][CH2:60][CH2:61][C:62]([OH:64])=[O:63])[CH2:50][O:51][CH2:52][CH2:53][C:54]([OH:56])=[O:55])([OH:48])=[O:47]. The yield is 0.680. (2) The reactants are [OH:1][C:2]1[CH:11]=[C:10]2[C:5]([C:6]([O:12][C:13]3[CH:14]=[C:15]4[C:19](=[CH:20][CH:21]=3)[NH:18][C:17]([CH3:22])=[CH:16]4)=[N:7][CH:8]=[N:9]2)=[CH:4][C:3]=1[O:23][CH3:24].CC1C=CC(S(O[CH2:36][CH:37]2[CH2:42][CH2:41][N:40]([C:43]([O:45][C:46]([CH3:49])([CH3:48])[CH3:47])=[O:44])[CH2:39][CH2:38]2)(=O)=O)=CC=1.C(=O)([O-])[O-].[K+].[K+].O. The catalyst is CN(C=O)C. The product is [CH3:24][O:23][C:3]1[CH:4]=[C:5]2[C:10](=[CH:11][C:2]=1[O:1][CH2:36][CH:37]1[CH2:42][CH2:41][N:40]([C:43]([O:45][C:46]([CH3:47])([CH3:49])[CH3:48])=[O:44])[CH2:39][CH2:38]1)[N:9]=[CH:8][N:7]=[C:6]2[O:12][C:13]1[CH:14]=[C:15]2[C:19](=[CH:20][CH:21]=1)[NH:18][C:17]([CH3:22])=[CH:16]2. The yield is 0.770. (3) The catalyst is CN1C(=O)CCC1.CCOC(C)=O. The yield is 0.520. The product is [CH2:8]([O:10][C:11](=[O:19])[C:12]1[CH:17]=[CH:16][C:15]([N:25]2[CH2:24][CH2:23][NH:22][C@@H:21]([CH3:20])[CH2:26]2)=[N:14][CH:13]=1)[CH3:9]. The reactants are C(N(CC)CC)C.[CH2:8]([O:10][C:11](=[O:19])[C:12]1[CH:17]=[CH:16][C:15](Cl)=[N:14][CH:13]=1)[CH3:9].[CH3:20][C@H:21]1[CH2:26][NH:25][CH2:24][CH2:23][NH:22]1.O. (4) The reactants are [OH:1][C:2]1[CH:7]=[CH:6][C:5]([C:8]2[C:17]3[C:12](=[CH:13][C:14]([S:18]([N:21](CC4C=CC(OC)=CC=4)[C:22]4[CH:27]=[CH:26][N:25]=[CH:24][N:23]=4)(=[O:20])=[O:19])=[CH:15][CH:16]=3)[CH:11]=[CH:10][N:9]=2)=[C:4]([O:37][CH3:38])[CH:3]=1.C(=O)([O-])[O-].[Cs+].[Cs+].CN(C=O)C.I[CH2:51][CH:52]([CH3:54])[CH3:53]. The catalyst is O.CO.C(Cl)Cl. The product is [CH2:51]([O:1][C:2]1[CH:7]=[CH:6][C:5]([C:8]2[C:17]3[C:12](=[CH:13][C:14]([S:18]([NH:21][C:22]4[CH:27]=[CH:26][N:25]=[CH:24][N:23]=4)(=[O:19])=[O:20])=[CH:15][CH:16]=3)[CH:11]=[CH:10][N:9]=2)=[C:4]([O:37][CH3:38])[CH:3]=1)[CH:52]([CH3:54])[CH3:53]. The yield is 0.880. (5) The reactants are C[O:2][C:3](=[O:32])[C:4]1[CH:9]=[C:8]([S:10](=[O:30])(=[O:29])[NH:11][CH2:12][CH2:13][C:14]2[N:15]=[C:16]([C:19]3[CH:24]=[CH:23][C:22]([C:25]([CH3:28])([CH3:27])[CH3:26])=[CH:21][CH:20]=3)[O:17][CH:18]=2)[CH:7]=[CH:6][C:5]=1[CH3:31].[OH-].[Na+]. The catalyst is CO. The product is [C:25]([C:22]1[CH:21]=[CH:20][C:19]([C:16]2[O:17][CH:18]=[C:14]([CH2:13][CH2:12][NH:11][S:10]([C:8]3[CH:7]=[CH:6][C:5]([CH3:31])=[C:4]([CH:9]=3)[C:3]([OH:32])=[O:2])(=[O:30])=[O:29])[N:15]=2)=[CH:24][CH:23]=1)([CH3:28])([CH3:27])[CH3:26]. The yield is 0.530. (6) No catalyst specified. The yield is 0.797. The product is [CH:9]([C:10]([CH2:11][CH2:12][CH3:13])=[O:14])=[CH:1][C:2]1[CH:7]=[CH:6][CH:5]=[CH:4][CH:3]=1. The reactants are [CH:1](=O)[C:2]1[CH:7]=[CH:6][CH:5]=[CH:4][CH:3]=1.[CH3:9][C:10](=[O:14])[CH2:11][CH2:12][CH3:13].[OH-].[Na+]. (7) The reactants are [NH2:1][C:2]1[C:3]2[C:10](I)=[CH:9][N:8]([C@@H:12]3[O:18][C@H:17]([CH2:19][OH:20])[C@@H:15]([OH:16])[C@@:13]3([CH3:21])[OH:14])[C:4]=2[N:5]=[CH:6][N:7]=1.[CH3:22][O:23]/[CH:24]=[C:25](\C)/[C:26]([O-:28])=[O:27].[CH2:30](N(CC)CC)C.C(Cl)Cl.CO. The catalyst is CN(C=O)C.[Cu]I.C1C=CC([P]([Pd]([P](C2C=CC=CC=2)(C2C=CC=CC=2)C2C=CC=CC=2)([P](C2C=CC=CC=2)(C2C=CC=CC=2)C2C=CC=CC=2)[P](C2C=CC=CC=2)(C2C=CC=CC=2)C2C=CC=CC=2)(C2C=CC=CC=2)C2C=CC=CC=2)=CC=1. The product is [NH2:1][C:2]1[C:3]2[C:10]([C:24]([O:23][CH3:22])=[CH:25][C:26]([O:28][CH3:30])=[O:27])=[CH:9][N:8]([C@@H:12]3[O:18][C@H:17]([CH2:19][OH:20])[C@@H:15]([OH:16])[C@@:13]3([CH3:21])[OH:14])[C:4]=2[N:5]=[CH:6][N:7]=1. The yield is 0.450. (8) The reactants are FC(F)(F)C(O)=O.C(OC([O:13][CH2:14][C@H:15]1[CH2:20][CH2:19][CH2:18][C:17](=[O:21])[N:16]1[CH2:22][C:23]#[C:24][CH2:25][O:26][CH2:27][C:28]#[N:29])C)C. The catalyst is C(Cl)Cl. The product is [OH:13][CH2:14][C@H:15]1[CH2:20][CH2:19][CH2:18][C:17](=[O:21])[N:16]1[CH2:22][C:23]#[C:24][CH2:25][O:26][CH2:27][C:28]#[N:29]. The yield is 0.530. (9) The reactants are [N+:1]([C:4]1[CH:5]=[C:6]([NH:10][C:11]2[CH:16]=[CH:15][N:14]=[C:13]([C:17]3[NH:21][CH:20]=[C:19]([C:22]([O:24][CH3:25])=[O:23])[CH:18]=3)[CH:12]=2)[CH:7]=[CH:8][CH:9]=1)([O-])=O. The catalyst is CCOC(C)=O.CCO. The product is [NH2:1][C:4]1[CH:5]=[C:6]([NH:10][C:11]2[CH:16]=[CH:15][N:14]=[C:13]([C:17]3[NH:21][CH:20]=[C:19]([C:22]([O:24][CH3:25])=[O:23])[CH:18]=3)[CH:12]=2)[CH:7]=[CH:8][CH:9]=1. The yield is 0.960.